Dataset: Forward reaction prediction with 1.9M reactions from USPTO patents (1976-2016). Task: Predict the product of the given reaction. Given the reactants [NH:1]1[CH:5]=[CH:4][CH:3]=[N:2]1.Br[C:7]1[CH:12]=[CH:11][CH:10]=[CH:9][CH:8]=1, predict the reaction product. The product is: [C:7]1([N:1]2[CH:5]=[CH:4][CH:3]=[N:2]2)[CH:12]=[CH:11][CH:10]=[CH:9][CH:8]=1.